Task: Predict the reactants needed to synthesize the given product.. Dataset: Full USPTO retrosynthesis dataset with 1.9M reactions from patents (1976-2016) (1) The reactants are: [F:1][C:2]([F:7])([F:6])[C:3]([OH:5])=[O:4].[F:8][C:9]([F:14])([F:13])[C:10]([OH:12])=[O:11].FC(F)(F)C(O)=O.[Cl:22][C:23]1[CH:24]=[N:25][C:26]2[NH:27][C:28]3[CH:29]=[N:30][CH:31]=[C:32]([CH:53]=3)[CH2:33][CH2:34][C:35]3[CH:43]=[C:39]([NH:40][C:41]=1[N:42]=2)[CH:38]=[CH:37][C:36]=3[NH:44][C:45](=[O:52])[CH2:46][C@@H:47]1[CH2:51][CH2:50][NH:49][CH2:48]1.[NH:54]1[CH:58]=[CH:57][C:56]([C:59](O)=[O:60])=[N:55]1. Given the product [F:1][C:2]([F:7])([F:6])[C:3]([OH:5])=[O:4].[F:8][C:9]([F:14])([F:13])[C:10]([OH:12])=[O:11].[Cl:22][C:23]1[CH:24]=[N:25][C:26]2[NH:27][C:28]3[CH:29]=[N:30][CH:31]=[C:32]([CH:53]=3)[CH2:33][CH2:34][C:35]3[CH:43]=[C:39]([NH:40][C:41]=1[N:42]=2)[CH:38]=[CH:37][C:36]=3[NH:44][C:45](=[O:52])[CH2:46][C@@H:47]1[CH2:51][CH2:50][N:49]([C:59]([C:56]2[CH:57]=[CH:58][NH:54][N:55]=2)=[O:60])[CH2:48]1, predict the reactants needed to synthesize it. (2) Given the product [Cl:25][C:15]1[CH:16]=[C:17]([CH2:20][C:21]([O:23][CH3:24])=[O:22])[CH:18]=[CH:19][C:14]=1[O:13][C:3]1[CH:4]=[C:5]2[C:9](=[CH:10][C:2]=1[NH:1][S:33]([C:30]1[CH:31]=[CH:32][C:27]([Cl:26])=[CH:28][CH:29]=1)(=[O:35])=[O:34])[C:8](=[O:11])[NH:7][C:6]2=[O:12], predict the reactants needed to synthesize it. The reactants are: [NH2:1][C:2]1[CH:10]=[C:9]2[C:5]([C:6](=[O:12])[NH:7][C:8]2=[O:11])=[CH:4][C:3]=1[O:13][C:14]1[CH:19]=[CH:18][C:17]([CH2:20][C:21]([O:23][CH3:24])=[O:22])=[CH:16][C:15]=1[Cl:25].[Cl:26][C:27]1[CH:32]=[CH:31][C:30]([S:33](Cl)(=[O:35])=[O:34])=[CH:29][CH:28]=1.N1C(C)=CC=CC=1C. (3) Given the product [CH:23]1[C:24]2[CH:25]([CH2:27][O:28][C:29]([N:31]3[CH2:36][CH2:35][NH:34][CH:33]([C:44](=[O:45])[NH:11][C:10]4[CH:9]=[CH:8][C:7]([CH:1]5[CH2:2][CH2:3][CH2:4][CH2:5][CH2:6]5)=[CH:13][CH:12]=4)[CH2:32]3)=[O:30])[C:26]3[C:18](=[CH:17][CH:16]=[CH:15][CH:14]=3)[C:19]=2[CH:20]=[CH:21][CH:22]=1, predict the reactants needed to synthesize it. The reactants are: [CH:1]1([C:7]2[CH:13]=[CH:12][C:10]([NH2:11])=[CH:9][CH:8]=2)[CH2:6][CH2:5][CH2:4][CH2:3][CH2:2]1.[CH:14]1[C:26]2[CH:25]([CH2:27][O:28][C:29]([N:31]3[CH2:36][CH2:35][N:34](C(OC(C)(C)C)=O)[CH:33]([C:44](O)=[O:45])[CH2:32]3)=[O:30])[C:24]3[C:19](=[CH:20][CH:21]=[CH:22][CH:23]=3)[C:18]=2[CH:17]=[CH:16][CH:15]=1. (4) The reactants are: [NH2:1][C:2]1[CH:7]=[CH:6][C:5](C=[NH+][O-])=[CH:4][CH:3]=1.C(N(CC)CC)C.Cl[C:19]([C:21]1[CH:26]=[CH:25][CH:24]=[CH:23][C:22]=1[Se:27]Cl)=[O:20]. Given the product [C:2]1([N:1]2[C:19](=[O:20])[C:21]3[CH:26]=[CH:25][CH:24]=[CH:23][C:22]=3[Se:27]2)[CH:7]=[CH:6][CH:5]=[CH:4][CH:3]=1, predict the reactants needed to synthesize it. (5) The reactants are: O.C1(C)C=CC(S(O)(=O)=O)=CC=1.[CH2:13]([O:15][C:16]1[CH:35]=[CH:34][C:19]([CH2:20][C:21]2[CH:30]=[C:29]3[C:23](=[CH:24][CH:25]=[CH:26][CH:27]=[CH:28]3)[C:22]=2C(O)=O)=[CH:18][C:17]=1[C@H:36]1[C@@H:41]([O:42]C(=O)C)[C@@H:40]([O:46]C(=O)C)[C@@H:39]([O:50]C(=O)C)[C@@H:38]([CH2:54][O:55]C(=O)C)[O:37]1)[CH3:14]. Given the product [CH:22]1[C:23]2[C:29]([CH:28]=[CH:27][CH:26]=[CH:25][CH:24]=2)=[CH:30][C:21]=1[CH2:20][C:19]1[CH:34]=[CH:35][C:16]([O:15][CH2:13][CH3:14])=[C:17]([C@@H:36]2[O:37][C@H:38]([CH2:54][OH:55])[C@@H:39]([OH:50])[C@H:40]([OH:46])[C@H:41]2[OH:42])[CH:18]=1, predict the reactants needed to synthesize it. (6) Given the product [F:1][C:2]1[CH:7]=[CH:6][C:5]([C:8]2[C:9]([N:14]([CH3:15])[C:25](=[O:26])[C:24]3[CH:28]=[C:29]([C:31]([F:34])([F:33])[F:32])[CH:30]=[C:22]([S:19]([CH3:18])(=[O:21])=[O:20])[CH:23]=3)=[CH:10][N:11]=[N:12][CH:13]=2)=[C:4]([O:16][CH3:17])[CH:3]=1, predict the reactants needed to synthesize it. The reactants are: [F:1][C:2]1[CH:7]=[CH:6][C:5]([C:8]2[C:9]([NH:14][CH3:15])=[CH:10][N:11]=[N:12][CH:13]=2)=[C:4]([O:16][CH3:17])[CH:3]=1.[CH3:18][S:19]([C:22]1[CH:23]=[C:24]([CH:28]=[C:29]([C:31]([F:34])([F:33])[F:32])[CH:30]=1)[C:25](Cl)=[O:26])(=[O:21])=[O:20].C(N(CC)C(C)C)(C)C.[Cl-].[NH4+]. (7) Given the product [C:1]([O:4][C@@H:5]1[C@@H:18]([O:19][C:20](=[O:22])[CH3:21])[C@H:17]([O:23][C:24](=[O:26])[CH3:25])[CH2:16][S:15][C@H:6]1[O:7][C:8]1[CH:9]=[N:10][CH:11]=[C:12]([C:30]2[CH:31]=[CH:32][C:33]([O:34][CH3:35])=[C:28]([Cl:27])[CH:29]=2)[CH:13]=1)(=[O:3])[CH3:2], predict the reactants needed to synthesize it. The reactants are: [C:1]([O:4][C@@H:5]1[C@@H:18]([O:19][C:20](=[O:22])[CH3:21])[C@H:17]([O:23][C:24](=[O:26])[CH3:25])[CH2:16][S:15][C@H:6]1[O:7][C:8]1[CH:9]=[N:10][CH:11]=[C:12](Br)[CH:13]=1)(=[O:3])[CH3:2].[Cl:27][C:28]1[CH:29]=[C:30](B(O)O)[CH:31]=[CH:32][C:33]=1[O:34][CH3:35].